From a dataset of TCR-epitope binding with 47,182 pairs between 192 epitopes and 23,139 TCRs. Binary Classification. Given a T-cell receptor sequence (or CDR3 region) and an epitope sequence, predict whether binding occurs between them. (1) The epitope is KPLEFGATSAAL. The TCR CDR3 sequence is CASSSTGSYNSPLHF. Result: 1 (the TCR binds to the epitope). (2) The epitope is SLVKPSFYV. The TCR CDR3 sequence is CASSQDPTANSEAFF. Result: 0 (the TCR does not bind to the epitope). (3) The epitope is CINGVCWTV. The TCR CDR3 sequence is CASGQGNYEQYF. Result: 0 (the TCR does not bind to the epitope). (4) The epitope is KLSYGIATV. Result: 1 (the TCR binds to the epitope). The TCR CDR3 sequence is CASSSQTSGITDTQYF. (5) The epitope is FLNGSCGSV. The TCR CDR3 sequence is CASSYQLAGVYNEQFF. Result: 1 (the TCR binds to the epitope). (6) Result: 0 (the TCR does not bind to the epitope). The epitope is KAFSPEVIPMF. The TCR CDR3 sequence is CASSLDSGGVGEQYF. (7) The epitope is FTYASALWEI. The TCR CDR3 sequence is CASARNGELFF. Result: 1 (the TCR binds to the epitope).